From a dataset of Full USPTO retrosynthesis dataset with 1.9M reactions from patents (1976-2016). Predict the reactants needed to synthesize the given product. (1) Given the product [CH3:1][NH:2][C@@H:3]1[C:8]2[CH:9]=[CH:10][CH:11]=[CH:12][C:7]=2[C@H:6]([C:13]2[CH:14]=[CH:15][C:16]([Cl:20])=[C:17]([Cl:19])[CH:18]=2)[CH2:5][CH2:4]1.[ClH:27], predict the reactants needed to synthesize it. The reactants are: [CH3:1][NH:2][C@@H:3]1[C:8]2[CH:9]=[CH:10][CH:11]=[CH:12][C:7]=2[C@H:6]([C:13]2[CH:14]=[CH:15][C:16]([Cl:20])=[C:17]([Cl:19])[CH:18]=2)[CH2:5][CH2:4]1.C(O)(=O)C.C[Si](C)(C)[Cl:27]. (2) Given the product [N:1]1([C:17]([O:16][C:13]([CH3:15])([CH3:14])[CH3:12])=[O:18])[CH2:11][CH2:10][CH2:9][CH:3]([C:4]([O:6][CH2:7][CH3:8])=[O:5])[CH2:2]1, predict the reactants needed to synthesize it. The reactants are: [NH:1]1[CH2:11][CH2:10][CH2:9][CH:3]([C:4]([O:6][CH2:7][CH3:8])=[O:5])[CH2:2]1.[CH3:12][C:13]([O:16][C:17](O[C:17]([O:16][C:13]([CH3:15])([CH3:14])[CH3:12])=[O:18])=[O:18])([CH3:15])[CH3:14].C(N(CC)CC)C.ClCCl. (3) Given the product [CH3:1][O:2][C:3]1[CH:4]=[C:5]([CH2:11][CH:12]([NH:16][CH3:15])[CH3:13])[CH:6]=[CH:7][C:8]=1[O:9][CH3:10], predict the reactants needed to synthesize it. The reactants are: [CH3:1][O:2][C:3]1[CH:4]=[C:5]([CH2:11][C:12](=O)[CH3:13])[CH:6]=[CH:7][C:8]=1[O:9][CH3:10].[CH3:15][NH2:16].[BH4-].[Na+].Cl. (4) Given the product [CH:11]1([CH:1]([C:2]2[CH:7]=[CH:6][CH:5]=[CH:4][C:3]=2[O:8][CH3:9])[OH:10])[CH2:13][CH2:12]1, predict the reactants needed to synthesize it. The reactants are: [CH:1](=[O:10])[C:2]1[C:3]([O:8][CH3:9])=[CH:4][CH:5]=[CH:6][CH:7]=1.[CH:11]1([Mg]Br)[CH2:13][CH2:12]1.O1CCCC1.[Cl-].[NH4+]. (5) Given the product [CH:12]1([C:10]([C:5]2([C:3]([OH:4])=[O:2])[CH2:6][CH2:7][CH2:8][CH2:9]2)=[O:11])[CH2:14][CH2:13]1, predict the reactants needed to synthesize it. The reactants are: C[O:2][C:3]([C:5]1([C:10]([CH:12]2[CH2:14][CH2:13]2)=[O:11])[CH2:9][CH2:8][CH2:7][CH2:6]1)=[O:4].O[Li].O. (6) The reactants are: P(Cl)(Cl)([Cl:3])=O.[CH3:6][O:7][C:8]1[CH:9]=[C:10]2[C:15](=[CH:16][C:17]=1[O:18][CH3:19])[N:14]=[CH:13][NH:12][C:11]2=O. Given the product [Cl:3][C:11]1[C:10]2[C:15](=[CH:16][C:17]([O:18][CH3:19])=[C:8]([O:7][CH3:6])[CH:9]=2)[N:14]=[CH:13][N:12]=1, predict the reactants needed to synthesize it.